From a dataset of Full USPTO retrosynthesis dataset with 1.9M reactions from patents (1976-2016). Predict the reactants needed to synthesize the given product. (1) Given the product [O:35]1[C:39]2[CH:40]=[CH:41][CH:42]=[CH:43][C:38]=2[CH:37]=[C:36]1[CH:44]([OH:48])[CH2:45][N:46]([CH2:30][C:28]1[S:27][C:22]2[N:23]([CH2:25][CH3:26])[CH:24]=[C:19]([C:17]([NH:16][CH2:15][C:14]3[CH:33]=[CH:34][C:11]([Cl:10])=[CH:12][CH:13]=3)=[O:18])[C:20](=[O:32])[C:21]=2[CH:29]=1)[CH3:47], predict the reactants needed to synthesize it. The reactants are: C(N(CC)C(C)C)(C)C.[Cl:10][C:11]1[CH:34]=[CH:33][C:14]([CH2:15][NH:16][C:17]([C:19]2[C:20](=[O:32])[C:21]3[CH:29]=[C:28]([CH2:30]Cl)[S:27][C:22]=3[N:23]([CH2:25][CH3:26])[CH:24]=2)=[O:18])=[CH:13][CH:12]=1.[O:35]1[C:39]2[CH:40]=[CH:41][CH:42]=[CH:43][C:38]=2[CH:37]=[C:36]1[CH:44]([OH:48])[CH2:45][NH:46][CH3:47]. (2) Given the product [Cl:8][C:4]1[CH:3]=[C:2]([NH:1][C:31]2[N:30]=[C:29]([C:28]3[C:23]([CH2:22][CH:19]4[CH2:21][CH2:20]4)=[N:24][C:25]([NH:38][CH2:39][C:40]([CH3:43])([OH:42])[CH3:41])=[N:26][CH:27]=3)[CH:34]=[CH:33][N:32]=2)[CH:7]=[CH:6][N:5]=1, predict the reactants needed to synthesize it. The reactants are: [NH2:1][C:2]1[CH:7]=[CH:6][N:5]=[C:4]([Cl:8])[CH:3]=1.[Li+].C[Si]([N-][Si](C)(C)C)(C)C.[CH:19]1([CH2:22][C:23]2[C:28]([C:29]3[CH:34]=[CH:33][N:32]=[C:31](S(C)=O)[N:30]=3)=[CH:27][N:26]=[C:25]([NH:38][CH2:39][C:40]([CH3:43])([OH:42])[CH3:41])[N:24]=2)[CH2:21][CH2:20]1. (3) Given the product [Br:12][C:13]1[CH:18]=[C:17]([C:2]2[CH:3]=[C:4]3[N:10]([CH3:11])[N:9]=[CH:8][C:5]3=[N:6][CH:7]=2)[CH:16]=[CH:15][CH:14]=1, predict the reactants needed to synthesize it. The reactants are: Br[C:2]1[CH:3]=[C:4]2[N:10]([CH3:11])[N:9]=[CH:8][C:5]2=[N:6][CH:7]=1.[Br:12][C:13]1[CH:14]=[C:15](B(O)O)[CH:16]=[CH:17][CH:18]=1.C([O-])([O-])=O.[K+].[K+]. (4) The reactants are: [Cl:1][C:2]1[CH:7]=[CH:6][C:5]([C:8](=[O:10])[CH3:9])=[CH:4][CH:3]=1.C1C=C[NH+:14]=CC=1.[Br:17][Br-]Br. Given the product [ClH:1].[NH2:14][CH2:9][C:8]([C:5]1[CH:6]=[CH:7][C:2]([Cl:1])=[CH:3][CH:4]=1)=[O:10].[Br:17][CH2:9][C:8]([C:5]1[CH:6]=[CH:7][C:2]([Cl:1])=[CH:3][CH:4]=1)=[O:10], predict the reactants needed to synthesize it. (5) Given the product [ClH:27].[Cl:27][C:4]1[CH:3]=[C:2]([C:36]2[O:37][C:38]([CH3:41])=[CH:39][CH:40]=2)[CH:7]=[CH:6][C:5]=1[S:8]([NH:11][C:12]1[CH:13]=[C:14]([NH:20][C:21](=[O:26])[C:22]([CH3:25])([CH3:24])[NH2:23])[CH:15]=[CH:16][C:17]=1[O:18][CH3:19])(=[O:10])=[O:9], predict the reactants needed to synthesize it. The reactants are: Br[C:2]1[CH:7]=[CH:6][C:5]([S:8]([NH:11][C:12]2[CH:13]=[C:14]([NH:20][C:21](=[O:26])[C:22]([CH3:25])([CH3:24])[NH2:23])[CH:15]=[CH:16][C:17]=2[O:18][CH3:19])(=[O:10])=[O:9])=[C:4]([Cl:27])[CH:3]=1.CC1(C)C(C)(C)OB([C:36]2[O:37][C:38]([CH3:41])=[CH:39][CH:40]=2)O1.C(=O)([O-])[O-].[Na+].[Na+].O. (6) Given the product [F:1][CH:2]([S:3]([C:6]1[CH:7]=[CH:8][CH:9]=[CH:10][CH:11]=1)(=[O:4])=[O:5])[C:17]1([NH:21][S:22]([C:24]([CH3:27])([CH3:26])[CH3:25])=[O:23])[CH2:18][CH2:19][CH2:20]1, predict the reactants needed to synthesize it. The reactants are: [F:1][CH2:2][S:3]([C:6]1[CH:11]=[CH:10][CH:9]=[CH:8][CH:7]=1)(=[O:5])=[O:4].C([Li])CCC.[C:17]1(=[N:21][S:22]([C:24]([CH3:27])([CH3:26])[CH3:25])=[O:23])[CH2:20][CH2:19][CH2:18]1.